From a dataset of Catalyst prediction with 721,799 reactions and 888 catalyst types from USPTO. Predict which catalyst facilitates the given reaction. (1) Reactant: Cl.O1CCOCC1.[Cl:8][C:9]1[CH:49]=[CH:48][CH:47]=[CH:46][C:10]=1[CH2:11][C:12]1[C:13]([C:34]([NH:36][CH2:37][C:38](=O)[C:39]2[CH:44]=[CH:43][CH:42]=[CH:41][CH:40]=2)=[O:35])=[N:14][N:15](COC)[C:16]=1[N:17]1[CH2:22][CH2:21][CH2:20][C@@H:19]([NH:23]C(=O)OC(C)(C)C)[CH2:18]1.C(=O)([O-])O.[Na+].C(OC(OC(C)(C)C)=O)(OC(C)(C)C)=O. The catalyst class is: 38. Product: [ClH:8].[NH2:23][C@@H:19]1[CH2:20][CH2:21][CH2:22][N:17]([C:16]2[C:12]([CH2:11][C:10]3[CH:46]=[CH:47][CH:48]=[CH:49][C:9]=3[Cl:8])=[C:13]3[C:34](=[O:35])[NH:36][CH:37]=[C:38]([C:39]4[CH:40]=[CH:41][CH:42]=[CH:43][CH:44]=4)[N:14]3[N:15]=2)[CH2:18]1. (2) Reactant: [Br:1][C:2]1[CH:10]=[C:9]2[C:5]([C:6]([CH3:16])([C:12](OC)=[O:13])[C:7](=O)[NH:8]2)=[CH:4][CH:3]=1. Product: [Br:1][C:2]1[CH:10]=[C:9]2[C:5]([C:6]([CH2:12][OH:13])([CH3:16])[CH2:7][NH:8]2)=[CH:4][CH:3]=1. The catalyst class is: 11. (3) Reactant: [F:1][C:2]1[CH:7]=[CH:6][C:5]([F:8])=[CH:4][C:3]=1[Mg]Cl.[O:11]=[C:12]1[CH2:16][CH2:15][CH2:14][N:13]1[C:17]([O:19][C:20]([CH3:23])([CH3:22])[CH3:21])=[O:18].[Cl-].[Mg+2].[Cl-]. Product: [F:1][C:2]1[CH:7]=[CH:6][C:5]([F:8])=[CH:4][C:3]=1[C:12]1([OH:11])[CH2:16][CH2:15][CH2:14][N:13]1[C:17]([O:19][C:20]([CH3:22])([CH3:21])[CH3:23])=[O:18]. The catalyst class is: 56. (4) The catalyst class is: 1. Product: [Br:1][CH2:2][C:3]1[CH:4]=[CH:5][C:6]([C:7]([NH:33][CH:27]2[CH2:32][CH2:31][CH2:30][CH2:29][CH2:28]2)=[O:9])=[CH:10][CH:11]=1. Reactant: [Br:1][CH2:2][C:3]1[CH:11]=[CH:10][C:6]([C:7]([OH:9])=O)=[CH:5][CH:4]=1.CN1CCOCC1.ClC(OCC(C)C)=O.[CH:27]1([NH2:33])[CH2:32][CH2:31][CH2:30][CH2:29][CH2:28]1. (5) Reactant: [CH3:1][O:2][C:3]1[N:8]=[C:7]([C:9]#[C:10][C@H:11]2[CH2:16][CH2:15][C@H:14]([C:17]([O:19][CH3:20])=[O:18])[CH2:13][NH:12]2)[C:6]([C:21]([O:23][CH3:24])=[O:22])=[CH:5][CH:4]=1.Cl. Product: [CH3:1][O:2][C:3]1[N:8]=[C:7]([CH2:9][CH2:10][C@H:11]2[CH2:16][CH2:15][C@H:14]([C:17]([O:19][CH3:20])=[O:18])[CH2:13][NH:12]2)[C:6]([C:21]([O:23][CH3:24])=[O:22])=[CH:5][CH:4]=1. The catalyst class is: 19. (6) Reactant: Cl.[O:2]1[C:6]2[CH:7]=[CH:8][CH:9]=[C:10]([CH:11]3[CH2:16][CH2:15][N:14]([CH2:17][CH2:18][C@H:19]4[CH2:24][CH2:23][C@H:22]([NH2:25])[CH2:21][CH2:20]4)[CH2:13][CH2:12]3)[C:5]=2[O:4][CH2:3]1.C(N(CC)CC)C.[F:33][C:34]([F:45])([F:44])[C:35](O[C:35](=[O:36])[C:34]([F:45])([F:44])[F:33])=[O:36]. Product: [O:2]1[C:6]2[CH:7]=[CH:8][CH:9]=[C:10]([CH:11]3[CH2:16][CH2:15][N:14]([CH2:17][CH2:18][C@H:19]4[CH2:20][CH2:21][C@H:22]([NH:25][C:35](=[O:36])[C:34]([F:45])([F:44])[F:33])[CH2:23][CH2:24]4)[CH2:13][CH2:12]3)[C:5]=2[O:4][CH2:3]1. The catalyst class is: 4. (7) Reactant: [NH2:1][C:2]1[CH:7]=[C:6]([C:8]([F:11])([F:10])[F:9])[CH:5]=[CH:4][C:3]=1[C:12](=[O:14])[CH3:13].[O:15]1[CH2:20][CH2:19][C:18](=O)[CH2:17][CH2:16]1.[B][B][B][B][B][B][B][B][B][B].CCOC(C)=O.CCCCCC. Product: [O:15]1[CH2:20][CH2:19][CH:18]([NH:1][C:2]2[CH:7]=[C:6]([C:8]([F:9])([F:10])[F:11])[CH:5]=[CH:4][C:3]=2[C:12](=[O:14])[CH3:13])[CH2:17][CH2:16]1. The catalyst class is: 5. (8) Reactant: [C:1]([C:3]1[C:4]([C:17]2[CH:22]=[CH:21][C:20]([O:23][CH3:24])=[CH:19][CH:18]=2)=[C:5]([C:14]([OH:16])=O)[S:6][C:7]=1[N:8]1[CH2:13][CH2:12][O:11][CH2:10][CH2:9]1)#[N:2].C1C=CC2N(O)N=[N:31]C=2C=1.CCN=C=NCCCN(C)C.N. Product: [C:1]([C:3]1[C:4]([C:17]2[CH:18]=[CH:19][C:20]([O:23][CH3:24])=[CH:21][CH:22]=2)=[C:5]([C:14]([NH2:31])=[O:16])[S:6][C:7]=1[N:8]1[CH2:13][CH2:12][O:11][CH2:10][CH2:9]1)#[N:2]. The catalyst class is: 2. (9) Reactant: C[Mg]Br.[F:4][C:5]([F:10])([F:9])[C:6]([OH:8])=[O:7].[Cl:11][C:12]1[N:13]=[CH:14][N:15]([C:17]2[CH:22]=[CH:21][C:20]([NH:23][C:24]3[N:41]=[C:27]4[CH:28]([C:34]5[CH:39]=[CH:38][C:37]([F:40])=[CH:36][CH:35]=5)[CH2:29][C:30](=[O:33])[CH2:31][CH2:32][N:26]4[N:25]=3)=[CH:19][C:18]=2[O:42][CH3:43])[CH:16]=1.[C:44](O)(C(F)(F)F)=O. Product: [F:4][C:5]([F:10])([F:9])[C:6]([OH:8])=[O:7].[Cl:11][C:12]1[N:13]=[CH:14][N:15]([C:17]2[CH:22]=[CH:21][C:20]([NH:23][C:24]3[N:41]=[C:27]4[C@@H:28]([C:34]5[CH:39]=[CH:38][C:37]([F:40])=[CH:36][CH:35]=5)[CH2:29][C@@:30]([CH3:44])([OH:33])[CH2:31][CH2:32][N:26]4[N:25]=3)=[CH:19][C:18]=2[O:42][CH3:43])[CH:16]=1. The catalyst class is: 356. (10) Reactant: CCN=C=NCCCN(C)C.[CH3:12][N:13]1[C:21]2[C:16](=[CH:17][CH:18]=[CH:19][CH:20]=2)[CH:15]=[C:14]1[C:22]([OH:24])=O.[NH2:25][C@H:26]([C:30]([NH:32][CH:33]([CH:42]([OH:45])[CH2:43][F:44])[CH2:34][C:35]([O:37][C:38]([CH3:41])([CH3:40])[CH3:39])=[O:36])=[O:31])[CH:27]([CH3:29])[CH3:28]. Product: [CH3:12][N:13]1[C:21]2[C:16](=[CH:17][CH:18]=[CH:19][CH:20]=2)[CH:15]=[C:14]1[C:22]([NH:25][C@H:26]([C:30]([NH:32][CH:33]([CH:42]([OH:45])[CH2:43][F:44])[CH2:34][C:35]([O:37][C:38]([CH3:39])([CH3:40])[CH3:41])=[O:36])=[O:31])[CH:27]([CH3:28])[CH3:29])=[O:24]. The catalyst class is: 79.